From a dataset of Reaction yield outcomes from USPTO patents with 853,638 reactions. Predict the reaction yield, written as a fraction of the theoretical maximum amount of product (1.0 means a 100% yield; for example, 0.34 means a 34% yield). The reactants are [CH:1]1[C:10]2[C:5](=[CH:6][CH:7]=[CH:8][CH:9]=2)[CH:4]=[CH:3][C:2]=1[C:11]1[CH:22]=[CH:21][CH:20]=[CH:19][C:12]=1[CH2:13][CH:14]([CH3:18])[C:15](O)=[O:16].S(Cl)(Cl)=O.[Al+3].[Cl-].[Cl-].[Cl-].Cl. The catalyst is C1(C)C=CC=CC=1. The product is [CH3:18][CH:14]1[CH2:13][C:12]2[C:19](=[CH:20][CH:21]=[CH:22][C:11]=2[C:2]2[CH:3]=[CH:4][C:5]3[C:10](=[CH:9][CH:8]=[CH:7][CH:6]=3)[CH:1]=2)[C:15]1=[O:16]. The yield is 0.330.